This data is from Full USPTO retrosynthesis dataset with 1.9M reactions from patents (1976-2016). The task is: Predict the reactants needed to synthesize the given product. (1) Given the product [F:26][C:23]1[CH:24]=[CH:25][C:20]([CH2:19][N:15]2[C:16](=[O:18])[C:17]3[C:9]([OH:8])=[C:10]4[C:32](=[O:33])[N:31]([CH3:34])[CH2:30][CH2:29][N:11]4[C:12]=3[C:13]([O:27][CH3:28])=[N:14]2)=[CH:21][CH:22]=1, predict the reactants needed to synthesize it. The reactants are: C([O:8][C:9]1[C:17]2[C:16](=[O:18])[N:15]([CH2:19][C:20]3[CH:25]=[CH:24][C:23]([F:26])=[CH:22][CH:21]=3)[N:14]=[C:13]([O:27][CH3:28])[C:12]=2[N:11]2[CH2:29][CH2:30][N:31]([CH3:34])[C:32](=[O:33])[C:10]=12)C1C=CC=CC=1. (2) Given the product [F:16][C:10]1[CH:11]=[C:12]([OH:15])[CH:13]=[CH:14][C:9]=1[NH:8][C:5](=[O:7])[CH3:6], predict the reactants needed to synthesize it. The reactants are: C(O[C:5](=[O:7])[CH3:6])(=O)C.[NH2:8][C:9]1[CH:14]=[CH:13][C:12]([OH:15])=[CH:11][C:10]=1[F:16].O. (3) Given the product [F:23][C:20]1[CH:21]=[CH:22][C:17]([C:14]2[N:13]=[C:12]([CH3:24])[C:11]([CH2:10][OH:9])=[CH:16][CH:15]=2)=[CH:18][CH:19]=1, predict the reactants needed to synthesize it. The reactants are: [H-].[Al+3].[Li+].[H-].[H-].[H-].C([O:9][C:10](=O)[C:11]1[CH:16]=[CH:15][C:14]([C:17]2[CH:22]=[CH:21][C:20]([F:23])=[CH:19][CH:18]=2)=[N:13][C:12]=1[CH3:24])C.[Cl-].[Na+].Cl. (4) Given the product [CH3:10][S:9][C:6]1[S:7][C:8]([NH:20][CH2:18][CH3:19])=[C:4]([C:3]([O:2][CH3:1])=[O:11])[N:5]=1, predict the reactants needed to synthesize it. The reactants are: [CH3:1][O:2][C:3](=[O:11])[CH2:4][N:5]=[C:6]([S:9][CH3:10])[S:7][CH3:8].CC([O-])(C)C.[K+].[CH2:18]([N:20]=C=S)[CH3:19]. (5) Given the product [NH2:8][C:5]1[CH:6]=[CH:7][C:2]([Cl:1])=[CH:3][C:4]=1[CH:16]([C:17]1[C:26]2[C:21](=[CH:22][CH:23]=[CH:24][CH:25]=2)[CH:20]=[CH:19][CH:18]=1)[OH:27], predict the reactants needed to synthesize it. The reactants are: [Cl:1][C:2]1[CH:7]=[CH:6][C:5]([NH:8]C(=O)OC(C)(C)C)=[C:4]([CH:16]([OH:27])[C:17]2[C:26]3[C:21](=[CH:22][CH:23]=[CH:24][CH:25]=3)[CH:20]=[CH:19][CH:18]=2)[CH:3]=1.Cl.[OH-].[Na+]. (6) The reactants are: [NH2:1][C:2]1[CH:31]=[CH:30][C:5]([O:6][C:7]2[CH:12]=[CH:11][N:10]=[C:9]3[CH:13]=[C:14]([C:16]4[N:21]=[CH:20][C:19]([CH2:22][CH2:23][N:24]5[CH2:28][CH2:27][CH2:26][C:25]5=[O:29])=[CH:18][CH:17]=4)[S:15][C:8]=23)=[C:4]([F:32])[CH:3]=1.[N:33]1[CH:38]=[CH:37][CH:36]=C[CH:34]=1.ClC(OC1C=CC=CC=1)=[O:41].C1(N)CC1. Given the product [CH:38]1([NH:33][C:34]([NH:1][C:2]2[CH:31]=[CH:30][C:5]([O:6][C:7]3[CH:12]=[CH:11][N:10]=[C:9]4[CH:13]=[C:14]([C:16]5[CH:17]=[CH:18][C:19]([CH2:22][CH2:23][N:24]6[CH2:28][CH2:27][CH2:26][C:25]6=[O:29])=[CH:20][N:21]=5)[S:15][C:8]=34)=[C:4]([F:32])[CH:3]=2)=[O:41])[CH2:36][CH2:37]1, predict the reactants needed to synthesize it. (7) Given the product [C:1]([N:4]1[C@@:8]2([C:15]3[CH:20]=[C:19]([Br:21])[CH:18]=[CH:17][C:16]=3[F:22])[CH2:9][O:10][C@H:11]([C:12]([N:37]([O:38][CH3:39])[CH3:36])=[O:13])[C@H:7]2[CH2:6][O:5]1)(=[O:3])[CH3:2], predict the reactants needed to synthesize it. The reactants are: [C:1]([N:4]1[C@@:8]2([C:15]3[CH:20]=[C:19]([Br:21])[CH:18]=[CH:17][C:16]=3[F:22])[CH2:9][O:10][C@H:11]([C:12](O)=[O:13])[C@H:7]2[CH2:6][O:5]1)(=[O:3])[CH3:2].C1N=CN(C(N2C=NC=C2)=O)C=1.Cl.[CH3:36][NH:37][O:38][CH3:39]. (8) The reactants are: Cl[C:2]1[CH2:3][C:4](=[O:8])[N:5]=[N:6][CH:7]=1.CC1(C)C(C)(C)OB([C:17]2[CH:22]=[CH:21][C:20]([CH:23]([CH3:29])[C:24]([O:26][CH2:27][CH3:28])=[O:25])=[CH:19][CH:18]=2)O1. Given the product [O:8]=[C:4]1[NH:5][N:6]=[CH:7][C:2]([C:17]2[CH:22]=[CH:21][C:20]([CH:23]([CH3:29])[C:24]([O:26][CH2:27][CH3:28])=[O:25])=[CH:19][CH:18]=2)=[CH:3]1, predict the reactants needed to synthesize it.